Dataset: NCI-60 drug combinations with 297,098 pairs across 59 cell lines. Task: Regression. Given two drug SMILES strings and cell line genomic features, predict the synergy score measuring deviation from expected non-interaction effect. (1) Drug 1: C1=CC(=C2C(=C1NCCNCCO)C(=O)C3=C(C=CC(=C3C2=O)O)O)NCCNCCO. Drug 2: CCN(CC)CCCC(C)NC1=C2C=C(C=CC2=NC3=C1C=CC(=C3)Cl)OC. Cell line: BT-549. Synergy scores: CSS=60.5, Synergy_ZIP=11.5, Synergy_Bliss=13.5, Synergy_Loewe=1.73, Synergy_HSA=16.5. (2) Drug 1: C1CN(CCN1C(=O)CCBr)C(=O)CCBr. Drug 2: CC1C(C(CC(O1)OC2CC(CC3=C2C(=C4C(=C3O)C(=O)C5=C(C4=O)C(=CC=C5)OC)O)(C(=O)CO)O)N)O.Cl. Cell line: TK-10. Synergy scores: CSS=29.8, Synergy_ZIP=-4.18, Synergy_Bliss=-6.97, Synergy_Loewe=-16.8, Synergy_HSA=-3.76. (3) Drug 1: CC(C1=C(C=CC(=C1Cl)F)Cl)OC2=C(N=CC(=C2)C3=CN(N=C3)C4CCNCC4)N. Drug 2: COC1=NC(=NC2=C1N=CN2C3C(C(C(O3)CO)O)O)N. Cell line: DU-145. Synergy scores: CSS=1.45, Synergy_ZIP=0.936, Synergy_Bliss=2.87, Synergy_Loewe=-3.14, Synergy_HSA=-0.377.